Regression. Given two drug SMILES strings and cell line genomic features, predict the synergy score measuring deviation from expected non-interaction effect. From a dataset of Merck oncology drug combination screen with 23,052 pairs across 39 cell lines. Drug 1: COc1cccc2c1C(=O)c1c(O)c3c(c(O)c1C2=O)CC(O)(C(=O)CO)CC3OC1CC(N)C(O)C(C)O1. Drug 2: CCc1cnn2c(NCc3ccc[n+]([O-])c3)cc(N3CCCCC3CCO)nc12. Cell line: SW620. Synergy scores: synergy=0.727.